This data is from Forward reaction prediction with 1.9M reactions from USPTO patents (1976-2016). The task is: Predict the product of the given reaction. (1) Given the reactants [C:1]([OH:7])(=[O:6])[CH2:2][C:3](O)=O.C([C:10]1[CH:15]=[CH:14][C:13]([O:16][S:17]([CH3:20])(=[O:19])=[O:18])=[CH:12][CH:11]=1)=O.N1CCCCC1, predict the reaction product. The product is: [CH3:20][S:17]([O:16][C:13]1[CH:12]=[CH:11][C:10](/[CH:3]=[CH:2]/[C:1]([OH:7])=[O:6])=[CH:15][CH:14]=1)(=[O:19])=[O:18]. (2) Given the reactants [C:1]([O:5][C:6]([N:8]1[CH2:11][CH:10]([NH:12][C:13]2[C:18]([N+:19]([O-])=O)=[CH:17][N:16]=[C:15]3[N:22]([S:25]([C:28]4[CH:33]=[CH:32][CH:31]=[CH:30][CH:29]=4)(=[O:27])=[O:26])[CH:23]=[CH:24][C:14]=23)[CH2:9]1)=[O:7])([CH3:4])([CH3:3])[CH3:2], predict the reaction product. The product is: [C:1]([O:5][C:6]([N:8]1[CH2:9][CH:10]([NH:12][C:13]2[C:18]([NH2:19])=[CH:17][N:16]=[C:15]3[N:22]([S:25]([C:28]4[CH:33]=[CH:32][CH:31]=[CH:30][CH:29]=4)(=[O:27])=[O:26])[CH:23]=[CH:24][C:14]=23)[CH2:11]1)=[O:7])([CH3:4])([CH3:2])[CH3:3]. (3) The product is: [C:19]1([C:25]2[CH2:29][CH:28]([C:30]3[CH:35]=[CH:34][CH:33]=[CH:32][CH:31]=3)[N:27]([C:36]3[CH:37]=[CH:38][C:39]([CH:40]=[CH:1][C:2]4[O:3][C:4]([C:13]5[CH:14]=[CH:15][CH:16]=[CH:17][CH:18]=5)=[CH:5][C:6](=[C:8]([C:11]#[N:12])[C:9]#[N:10])[CH:7]=4)=[CH:42][CH:43]=3)[N:26]=2)[CH:24]=[CH:23][CH:22]=[CH:21][CH:20]=1. Given the reactants [CH3:1][C:2]1[O:3][C:4]([C:13]2[CH:18]=[CH:17][CH:16]=[CH:15][CH:14]=2)=[CH:5][C:6](=[C:8]([C:11]#[N:12])[C:9]#[N:10])[CH:7]=1.[C:19]1([C:25]2[CH2:29][CH:28]([C:30]3[CH:35]=[CH:34][CH:33]=[CH:32][CH:31]=3)[N:27]([C:36]3[CH:43]=[CH:42][C:39]([CH:40]=O)=[CH:38][CH:37]=3)[N:26]=2)[CH:24]=[CH:23][CH:22]=[CH:21][CH:20]=1.N1CCCCC1, predict the reaction product. (4) The product is: [NH2:1][C:2]1[CH:7]=[CH:6][C:5]([O:8][C:17]2[CH:22]=[CH:21][N:20]=[C:19]3[CH:23]=[C:24]([C:26]4[N:27]=[CH:28][N:29]([CH2:31][CH2:32][N:33]5[CH2:34][CH2:35][N:36]([C:39]([O:41][C:42]([CH3:45])([CH3:44])[CH3:43])=[O:40])[CH2:37][CH2:38]5)[CH:30]=4)[S:25][C:18]=23)=[C:4]([F:9])[CH:3]=1. Given the reactants [NH2:1][C:2]1[CH:7]=[CH:6][C:5]([OH:8])=[C:4]([F:9])[CH:3]=1.CC([O-])(C)C.[K+].Cl[C:17]1[CH:22]=[CH:21][N:20]=[C:19]2[CH:23]=[C:24]([C:26]3[N:27]=[CH:28][N:29]([CH2:31][CH2:32][N:33]4[CH2:38][CH2:37][N:36]([C:39]([O:41][C:42]([CH3:45])([CH3:44])[CH3:43])=[O:40])[CH2:35][CH2:34]4)[CH:30]=3)[S:25][C:18]=12.Cl.NC1C=CC(O)=C(F)C=1.C1([O-])C=CC=CC=1, predict the reaction product. (5) Given the reactants C(N(C(C)C)CC)(C)C.[Cl:10][C:11]1[CH:17]=[CH:16][CH:15]=[CH:14][C:12]=1[NH2:13].[O:18]=[C:19]1[C:23]([C:24]2[CH:29]=[CH:28][C:27]([C:30]([F:33])([F:32])[F:31])=[CH:26][CH:25]=2)=[N:22][C:21]2([CH2:37][CH2:36][CH2:35][CH2:34]2)[N:20]1[CH2:38][C:39](O)=[O:40].CN(C(ON1N=NC2C=CC=NC1=2)=[N+](C)C)C.F[P-](F)(F)(F)(F)F.CN(C=O)C, predict the reaction product. The product is: [Cl:10][C:11]1[CH:17]=[CH:16][CH:15]=[CH:14][C:12]=1[NH:13][C:39](=[O:40])[CH2:38][N:20]1[C:21]2([CH2:34][CH2:35][CH2:36][CH2:37]2)[N:22]=[C:23]([C:24]2[CH:29]=[CH:28][C:27]([C:30]([F:31])([F:32])[F:33])=[CH:26][CH:25]=2)[C:19]1=[O:18]. (6) Given the reactants [N:1]1[CH:6]=[CH:5][CH:4]=[CH:3][C:2]=1[C:7]([NH:9][C:10]1[C:11]([C:21]([OH:23])=O)=[N:12][N:13]([CH:15]2[CH2:20][CH2:19][CH2:18][CH2:17][O:16]2)[CH:14]=1)=[O:8].[OH:24][CH2:25][CH2:26][CH2:27][NH2:28].CCN=C=NCCCN(C)C.C1C=CC2N(O)N=NC=2C=1.C(=O)([O-])O.[Na+], predict the reaction product. The product is: [OH:24][CH2:25][CH2:26][CH2:27][NH:28][C:21]([C:11]1[C:10]([NH:9][C:7]([C:2]2[CH:3]=[CH:4][CH:5]=[CH:6][N:1]=2)=[O:8])=[CH:14][N:13]([CH:15]2[CH2:20][CH2:19][CH2:18][CH2:17][O:16]2)[N:12]=1)=[O:23].